From a dataset of Peptide-MHC class I binding affinity with 185,985 pairs from IEDB/IMGT. Regression. Given a peptide amino acid sequence and an MHC pseudo amino acid sequence, predict their binding affinity value. This is MHC class I binding data. (1) The peptide sequence is TVSTIDGRIV. The binding affinity (normalized) is 0. The MHC is HLA-A02:01 with pseudo-sequence HLA-A02:01. (2) The binding affinity (normalized) is 0.392. The peptide sequence is DTVLEEWNL. The MHC is HLA-A68:02 with pseudo-sequence HLA-A68:02. (3) The peptide sequence is FIFFLLLAGR. The MHC is HLA-A02:02 with pseudo-sequence HLA-A02:02. The binding affinity (normalized) is 0.416. (4) The peptide sequence is RIRQQLPLY. The MHC is HLA-A03:01 with pseudo-sequence HLA-A03:01. The binding affinity (normalized) is 0.716. (5) The binding affinity (normalized) is 0.583. The peptide sequence is VFHLYLQYI. The MHC is HLA-A26:01 with pseudo-sequence HLA-A26:01.